From a dataset of Catalyst prediction with 721,799 reactions and 888 catalyst types from USPTO. Predict which catalyst facilitates the given reaction. Reactant: Cl[C:2]1[N:7]=[C:6]([O:8][CH3:9])[N:5]=[C:4]([NH:10][CH2:11][C:12]([F:20])([F:19])[C:13]2[CH:18]=[CH:17][CH:16]=[CH:15][CH:14]=2)[CH:3]=1.[C:21]([C:24]([C:27]1[CH:28]=[C:29](B(O)O)[CH:30]=[CH:31][CH:32]=1)([CH3:26])[CH3:25])([OH:23])=[O:22].C([O-])([O-])=O.[Cs+].[Cs+]. Product: [F:19][C:12]([F:20])([C:13]1[CH:18]=[CH:17][CH:16]=[CH:15][CH:14]=1)[CH2:11][NH:10][C:4]1[N:5]=[C:6]([O:8][CH3:9])[N:7]=[C:2]([C:29]2[CH:28]=[C:27]([C:24]([CH3:26])([CH3:25])[C:21]([OH:23])=[O:22])[CH:32]=[CH:31][CH:30]=2)[CH:3]=1. The catalyst class is: 108.